Dataset: Peptide-MHC class II binding affinity with 134,281 pairs from IEDB. Task: Regression. Given a peptide amino acid sequence and an MHC pseudo amino acid sequence, predict their binding affinity value. This is MHC class II binding data. (1) The peptide sequence is PFLLAQFTSAICSVV. The MHC is DRB1_0101 with pseudo-sequence DRB1_0101. The binding affinity (normalized) is 0.695. (2) The peptide sequence is RKSGLIVGQMVMLVN. The MHC is DRB1_0101 with pseudo-sequence DRB1_0101. The binding affinity (normalized) is 0.673. (3) The peptide sequence is TKPEACSGEPVVVHI. The MHC is DRB1_0405 with pseudo-sequence DRB1_0405. The binding affinity (normalized) is 0.194.